Dataset: Forward reaction prediction with 1.9M reactions from USPTO patents (1976-2016). Task: Predict the product of the given reaction. (1) Given the reactants CC[O-].[Na+].[CH3:5][C:6]1[S:10][CH:9]=[C:8]([CH:11]=O)[CH:7]=1.[C:13]([O:22]CC)(=[O:21])[CH2:14][CH2:15][C:16]([O:18][CH2:19][CH3:20])=[O:17], predict the reaction product. The product is: [CH2:19]([O:18][C:16]([C:15](=[CH:11][C:8]1[CH:7]=[C:6]([CH3:5])[S:10][CH:9]=1)[CH2:14][C:13]([OH:22])=[O:21])=[O:17])[CH3:20]. (2) Given the reactants C[O:2][C:3]([C:5]1[O:6][C:7]([CH3:19])=[C:8]([CH2:10][O:11][C:12]2[CH:17]=[CH:16][C:15](I)=[CH:14][CH:13]=2)[CH:9]=1)=[O:4].[F:20][C:21]1[CH:22]=[C:23](B(O)O)[CH:24]=[CH:25][CH:26]=1, predict the reaction product. The product is: [F:20][C:21]1[CH:26]=[C:25]([C:15]2[CH:16]=[CH:17][C:12]([O:11][CH2:10][C:8]3[CH:9]=[C:5]([C:3]([OH:2])=[O:4])[O:6][C:7]=3[CH3:19])=[CH:13][CH:14]=2)[CH:24]=[CH:23][CH:22]=1. (3) Given the reactants [NH2:1][C:2]1[CH:7]=[CH:6][C:5]([C:8]2[C:9]([NH2:13])=[N:10][O:11][N:12]=2)=[CH:4][CH:3]=1.C([N:21]1[CH2:26][CH:25]2[C:27](=O)[CH:22]1[CH2:23][CH2:24]2)C1C=CC=CC=1, predict the reaction product. The product is: [CH:22]12[CH:27]([NH:1][C:2]3[CH:3]=[CH:4][C:5]([C:8]4[C:9]([NH2:13])=[N:10][O:11][N:12]=4)=[CH:6][CH:7]=3)[CH:25]([CH2:24][CH2:23]1)[CH2:26][NH:21]2. (4) Given the reactants [F:1][C:2]1[CH:3]=[C:4]([CH:29]=[C:30]([N:32]2[CH2:37][CH2:36][CH2:35][CH2:34][CH2:33]2)[CH:31]=1)[C:5]([NH:7][C:8]1[C:17]2[C:12](=[CH:13][CH:14]=[CH:15][CH:16]=2)[C:11]([O:18][C:19]2[CH:24]=[CH:23][N:22]=[C:21](S(C)(=O)=O)[N:20]=2)=[CH:10][CH:9]=1)=[O:6].[NH:38]1[CH2:43][CH2:42][CH:41]([OH:44])[CH2:40][CH2:39]1, predict the reaction product. The product is: [F:1][C:2]1[CH:3]=[C:4]([CH:29]=[C:30]([N:32]2[CH2:37][CH2:36][CH2:35][CH2:34][CH2:33]2)[CH:31]=1)[C:5]([NH:7][C:8]1[C:17]2[C:12](=[CH:13][CH:14]=[CH:15][CH:16]=2)[C:11]([O:18][C:19]2[CH:24]=[CH:23][N:22]=[C:21]([N:38]3[CH2:43][CH2:42][CH:41]([OH:44])[CH2:40][CH2:39]3)[N:20]=2)=[CH:10][CH:9]=1)=[O:6]. (5) Given the reactants [NH2:1][CH2:2][C@@H:3]([N:5]1[CH:9]=[CH:8][C:7]([C:10]2[CH:17]=[CH:16][C:13]([C:14]#[N:15])=[C:12]([Cl:18])[C:11]=2[CH3:19])=[N:6]1)[CH3:4].[C:20]([C:23]1[O:24][CH:25]=[C:26]([C:28](O)=[O:29])[N:27]=1)(=[O:22])[CH3:21], predict the reaction product. The product is: [C:20]([C:23]1[O:24][CH:25]=[C:26]([C:28]([NH:1][CH2:2][C@@H:3]([N:5]2[CH:9]=[CH:8][C:7]([C:10]3[CH:17]=[CH:16][C:13]([C:14]#[N:15])=[C:12]([Cl:18])[C:11]=3[CH3:19])=[N:6]2)[CH3:4])=[O:29])[N:27]=1)(=[O:22])[CH3:21]. (6) Given the reactants [NH2:1][C:2]1[CH:7]=[CH:6][C:5]([C:8]([NH:10][CH2:11][CH2:12][C:13]([O:15]CC)=[O:14])=[O:9])=[CH:4][CH:3]=1.[CH2:18]([C:20]1[C:24]([CH:25](O)[CH2:26][CH:27]([CH3:29])[CH3:28])=[CH:23][N:22]([C:31]2[CH:36]=[CH:35][C:34]([O:37][CH3:38])=[CH:33][CH:32]=2)[N:21]=1)[CH3:19], predict the reaction product. The product is: [CH2:18]([C:20]1[C:24]([CH:25]([NH:1][C:2]2[CH:3]=[CH:4][C:5]([C:8]([NH:10][CH2:11][CH2:12][C:13]([OH:15])=[O:14])=[O:9])=[CH:6][CH:7]=2)[CH2:26][CH:27]([CH3:29])[CH3:28])=[CH:23][N:22]([C:31]2[CH:32]=[CH:33][C:34]([O:37][CH3:38])=[CH:35][CH:36]=2)[N:21]=1)[CH3:19]. (7) Given the reactants [C:1]([OH:7])(=[O:6])[CH2:2][CH2:3][C:4]#[CH:5].C(=O)([O-])[O-].[K+].[K+].[CH2:14](Br)[C:15]1[CH:20]=[CH:19][CH:18]=[CH:17][CH:16]=1.O, predict the reaction product. The product is: [CH2:14]([O:6][C:1](=[O:7])[CH2:2][CH2:3][C:4]#[CH:5])[C:15]1[CH:20]=[CH:19][CH:18]=[CH:17][CH:16]=1.